Dataset: Catalyst prediction with 721,799 reactions and 888 catalyst types from USPTO. Task: Predict which catalyst facilitates the given reaction. (1) Reactant: [S:1](Cl)([N:4]=[C:5]=[O:6])(=[O:3])=[O:2].[CH3:8][C:9]([OH:12])([CH3:11])[CH3:10].[NH2:13][C:14]1[CH:19]=[CH:18][CH:17]=[CH:16][CH:15]=1.C(N(CC)CC)C. Product: [C:14]1([NH:13][S:1]([NH:4][C:5](=[O:6])[O:12][C:9]([CH3:11])([CH3:10])[CH3:8])(=[O:3])=[O:2])[CH:19]=[CH:18][CH:17]=[CH:16][CH:15]=1. The catalyst class is: 2. (2) The catalyst class is: 10. Product: [Cl:3][C:10]1[C:11]([C:18]([O:20][CH3:21])=[O:19])=[CH:12][C:13]([C:14]([O:16][CH3:17])=[O:15])=[C:8]([CH2:6][CH3:7])[N:9]=1. Reactant: P(Cl)(Cl)([Cl:3])=O.[CH2:6]([C:8]1[C:13]([C:14]([O:16][CH3:17])=[O:15])=[CH:12][C:11]([C:18]([O:20][CH3:21])=[O:19])=[C:10](O)[N:9]=1)[CH3:7].C(=O)(O)[O-].[Na+]. (3) Reactant: [NH2:1][C:2]1[C:6]([Br:7])=[CH:5][S:4][C:3]=1[C:8]([O:10]C)=[O:9].[OH-].[Na+].Cl. Product: [NH2:1][C:2]1[C:6]([Br:7])=[CH:5][S:4][C:3]=1[C:8]([OH:10])=[O:9]. The catalyst class is: 5. (4) Reactant: F[C:2]1[CH:9]=[CH:8][C:5]([C:6]#[N:7])=[C:4]([C:10]([F:13])([F:12])[F:11])[CH:3]=1.[CH2:14]([NH:16][CH2:17][CH3:18])[CH3:15]. Product: [CH2:14]([N:16]([CH2:17][CH3:18])[C:2]1[CH:9]=[CH:8][C:5]([C:6]#[N:7])=[C:4]([C:10]([F:13])([F:12])[F:11])[CH:3]=1)[CH3:15]. The catalyst class is: 10. (5) Reactant: Cl[C:2]1[N:7]=[C:6]([Cl:8])[N:5]=[C:4]([N:9]2[CH2:14][CH2:13][O:12][CH2:11][CH2:10]2)[N:3]=1.[N:15]1([C:21]([O:23][C:24]([CH3:27])([CH3:26])[CH3:25])=[O:22])[CH2:20][CH2:19][NH:18][CH2:17][CH2:16]1.C([O-])([O-])=O.[K+].[K+]. Product: [Cl:8][C:6]1[N:5]=[C:4]([N:9]2[CH2:14][CH2:13][O:12][CH2:11][CH2:10]2)[N:3]=[C:2]([N:18]2[CH2:17][CH2:16][N:15]([C:21]([O:23][C:24]([CH3:27])([CH3:26])[CH3:25])=[O:22])[CH2:20][CH2:19]2)[N:7]=1. The catalyst class is: 95.